This data is from Forward reaction prediction with 1.9M reactions from USPTO patents (1976-2016). The task is: Predict the product of the given reaction. (1) Given the reactants [CH2:1]([O:3][C:4](=[O:12])[C:5]([S:8][C:9](=O)[CH3:10])([CH3:7])[CH3:6])[CH3:2].C[O-].[Na+].BrCC[CH2:19][C:20]([F:23])([F:22])[F:21], predict the reaction product. The product is: [CH2:1]([O:3][C:4](=[O:12])[C:5]([CH3:7])([S:8][CH2:9][CH2:10][CH2:19][C:20]([F:23])([F:22])[F:21])[CH3:6])[CH3:2]. (2) Given the reactants [C:1]1([C:7]2[C:8]([CH2:13][C:14]#[N:15])=[N:9][CH:10]=[CH:11][CH:12]=2)[CH:6]=[CH:5][CH:4]=[CH:3][CH:2]=1.[NH2:16][OH:17].C(OCC)(=O)C, predict the reaction product. The product is: [OH:17][NH:16][C:14](=[NH:15])[CH2:13][C:8]1[C:7]([C:1]2[CH:6]=[CH:5][CH:4]=[CH:3][CH:2]=2)=[CH:12][CH:11]=[CH:10][N:9]=1.